Dataset: Reaction yield outcomes from USPTO patents with 853,638 reactions. Task: Predict the reaction yield, written as a fraction of the theoretical maximum amount of product (1.0 means a 100% yield; for example, 0.34 means a 34% yield). The reactants are [F:1][C:2]([F:19])([F:18])[C:3]1[CH:8]=[CH:7][CH:6]=[CH:5][C:4]=1[C:9]1[CH:14]=[CH:13][C:12]([C:15]([OH:17])=O)=[CH:11][CH:10]=1.C1CCC(N=C=NC2CCCCC2)CC1.C(OC(=O)[NH:41][CH:42]1[C:50]2[C:45](=[CH:46][CH:47]=[C:48]([N:51]=[C:52]([NH:54][CH2:55][CH2:56][C:57]3[CH:62]=[CH:61][C:60]([F:63])=[CH:59][CH:58]=3)[CH3:53])[CH:49]=2)[CH2:44][CH2:43]1)(C)(C)C.C(O)(C(F)(F)F)=O. The catalyst is C(Cl)Cl. The product is [F:63][C:60]1[CH:59]=[CH:58][C:57]([CH2:56][CH2:55][NH:54][C:52](=[N:51][C:48]2[CH:49]=[C:50]3[C:45]([CH2:44][CH2:43][C@H:42]3[NH:41][C:15]([C:12]3[CH:11]=[CH:10][C:9]([C:4]4[CH:5]=[CH:6][CH:7]=[CH:8][C:3]=4[C:2]([F:1])([F:19])[F:18])=[CH:14][CH:13]=3)=[O:17])=[CH:46][CH:47]=2)[CH3:53])=[CH:62][CH:61]=1. The yield is 0.470.